The task is: Predict which catalyst facilitates the given reaction.. This data is from Catalyst prediction with 721,799 reactions and 888 catalyst types from USPTO. (1) Reactant: CS([C:5]1[CH:6]=[C:7]([CH:9]=[C:10]([N+:12]([O-:14])=[O:13])[CH:11]=1)[NH2:8])(=O)=O.[CH3:15][S:16](Cl)(=[O:18])=[O:17].[C:20]([O-])(O)=O.[Na+]. Product: [CH3:20][C:5]1[CH:6]=[C:7]([NH:8][S:16]([CH3:15])(=[O:18])=[O:17])[CH:9]=[C:10]([N+:12]([O-:14])=[O:13])[CH:11]=1. The catalyst class is: 17. (2) Reactant: [NH2:1][C:2]1[N:7]=[CH:6][N:5]=[C:4]2[N:8]([C@H:12]3[CH2:17][CH2:16][C@H:15]([OH:18])[CH2:14][CH2:13]3)[N:9]=[C:10]([I:11])[C:3]=12.CO[CH:21](OC)[N:22]([CH3:24])[CH3:23]. Product: [OH:18][C@H:15]1[CH2:14][CH2:13][C@H:12]([N:8]2[C:4]3=[N:5][CH:6]=[N:7][C:2]([N:1]=[CH:21][N:22]([CH3:24])[CH3:23])=[C:3]3[C:10]([I:11])=[N:9]2)[CH2:17][CH2:16]1. The catalyst class is: 9. (3) The catalyst class is: 5. Reactant: [C:1](/[N:3]=[C:4](\OC1C=CC=CC=1)/[N:5]([C:16]1[CH:21]=[CH:20][C:19]([F:22])=[C:18]([F:23])[CH:17]=1)[CH2:6][CH2:7][CH2:8][O:9][CH:10]1[CH2:15][CH2:14][CH2:13][CH2:12][O:11]1)#[N:2].O.[NH2:32][NH2:33].O. Product: [F:23][C:18]1[CH:17]=[C:16]([N:5]([CH2:6][CH2:7][CH2:8][O:9][CH:10]2[CH2:15][CH2:14][CH2:13][CH2:12][O:11]2)[C:4]2[NH:3][C:1]([NH2:2])=[N:33][N:32]=2)[CH:21]=[CH:20][C:19]=1[F:22]. (4) Reactant: C([O:5][C:6]([N:8]1[CH2:13][CH2:12][O:11][CH2:10][CH:9]1[CH2:14][OH:15])=[O:7])(C)(C)C.[H-].[Na+].[N+](C1C=CC([O:27][C:28]([N:30]2[CH2:35][CH2:34][N:33]([C:36]3[CH:41]=[CH:40][C:39]([F:42])=[CH:38][C:37]=3[F:43])[CH2:32][CH2:31]2)=O)=CC=1)([O-])=O. Product: [F:43][C:37]1[CH:38]=[C:39]([F:42])[CH:40]=[CH:41][C:36]=1[N:33]1[CH2:34][CH2:35][N:30]([C:28]([O:15][CH2:14][CH:9]2[CH2:10][O:11][CH2:12][CH2:13][N:8]2[C:6]([OH:5])=[O:7])=[O:27])[CH2:31][CH2:32]1. The catalyst class is: 1. (5) Reactant: [Cl:1][C:2]1[C:3]2[C:8]([CH:9]=[C:10]3[C:15]=1[N:14]=[C:13]([C:16]1[N:17]([C:25]4[C:30]([Cl:31])=[CH:29][CH:28]=[CH:27][N:26]=4)[N:18]=[C:19]([C:21]([F:24])([F:23])[F:22])[CH:20]=1)[O:12][C:11]3=[O:32])=[N:7][CH:6]=[CH:5][N:4]=2.[CH:33]1([CH2:36][NH2:37])[CH2:35][CH2:34]1. Product: [CH:33]1([CH2:36][NH:37][C:11]([C:10]2[CH:9]=[C:8]3[C:3](=[C:2]([Cl:1])[C:15]=2[NH:14][C:13]([C:16]2[N:17]([C:25]4[C:30]([Cl:31])=[CH:29][CH:28]=[CH:27][N:26]=4)[N:18]=[C:19]([C:21]([F:23])([F:24])[F:22])[CH:20]=2)=[O:12])[N:4]=[CH:5][CH:6]=[N:7]3)=[O:32])[CH2:35][CH2:34]1. The catalyst class is: 1. (6) Reactant: [CH:1]([N:4]1[C:8]2=[N:9][C:10]([C:21]3[CH:26]=[CH:25][C:24]([N+:27]([O-])=O)=[CH:23][CH:22]=3)=[N:11][C:12]([N:13]3[CH2:19][CH:18]4[O:20][CH:15]([CH2:16][CH2:17]4)[CH2:14]3)=[C:7]2[CH:6]=[N:5]1)([CH3:3])[CH3:2].C(OCC)(=O)C. Product: [CH:18]12[O:20][CH:15]([CH2:16][CH2:17]1)[CH2:14][N:13]([C:12]1[N:11]=[C:10]([C:21]3[CH:26]=[CH:25][C:24]([NH2:27])=[CH:23][CH:22]=3)[N:9]=[C:8]3[N:4]([CH:1]([CH3:3])[CH3:2])[N:5]=[CH:6][C:7]=13)[CH2:19]2. The catalyst class is: 7. (7) Product: [F:17][CH:6]([F:5])[O:7][C:8]1[CH:16]=[CH:15][CH:14]=[C:13]2[C:9]=1[CH2:10][CH2:11][NH:12]2. Reactant: C([BH3-])#N.[Na+].[F:5][CH:6]([F:17])[O:7][C:8]1[CH:16]=[CH:15][CH:14]=[C:13]2[C:9]=1[CH:10]=[CH:11][NH:12]2. The catalyst class is: 55. (8) Reactant: [C:1]([O:5][C:6](=[O:41])[N:7]([CH2:12][C:13]1[O:14][C:15]2[CH:21]=[C:20]([C:22]3[C:30]4[C:25](=[CH:26][C:27]([F:31])=[CH:28][CH:29]=4)[N:24](S(C4C=CC=CC=4)(=O)=O)[CH:23]=3)[CH:19]=[CH:18][C:16]=2[N:17]=1)[S:8]([CH3:11])(=[O:10])=[O:9])([CH3:4])([CH3:3])[CH3:2].[OH-].[Na+].Cl. Product: [C:1]([O:5][C:6](=[O:41])[N:7]([CH2:12][C:13]1[O:14][C:15]2[CH:21]=[C:20]([C:22]3[C:30]4[C:25](=[CH:26][C:27]([F:31])=[CH:28][CH:29]=4)[NH:24][CH:23]=3)[CH:19]=[CH:18][C:16]=2[N:17]=1)[S:8]([CH3:11])(=[O:9])=[O:10])([CH3:4])([CH3:2])[CH3:3]. The catalyst class is: 24. (9) Reactant: Cl[C:2]1[C:7]([C:8]#[N:9])=[C:6]([S:10][CH3:11])[N:5]=[C:4]([S:12][CH2:13][CH3:14])[N:3]=1.[C:15]([O-])([O-])=[O:16].[K+].[K+]. Product: [CH2:13]([S:12][C:4]1[N:3]=[C:2]([O:16][CH3:15])[C:7]([C:8]#[N:9])=[C:6]([S:10][CH3:11])[N:5]=1)[CH3:14]. The catalyst class is: 191. (10) Reactant: [OH:1]/[N:2]=[C:3](\Cl)/[C:4]1[CH:15]=[CH:14][C:7]2[B:8]([OH:13])[O:9][C:10]([CH3:12])([CH3:11])[C:6]=2[CH:5]=1.[Cl:17][C:18]1[CH:23]=[CH:22][C:21]([C:24]([C:26]([F:29])([F:28])[F:27])=[CH2:25])=[CH:20][C:19]=1[Cl:30].CC(=O)OCC. Product: [Cl:30][C:19]1[CH:20]=[C:21]([C:24]2([C:26]([F:29])([F:27])[F:28])[O:1][N:2]=[C:3]([C:4]3[CH:15]=[CH:14][C:7]4[B:8]([OH:13])[O:9][C:10]([CH3:12])([CH3:11])[C:6]=4[CH:5]=3)[CH2:25]2)[CH:22]=[CH:23][C:18]=1[Cl:17]. The catalyst class is: 3.